Dataset: Reaction yield outcomes from USPTO patents with 853,638 reactions. Task: Predict the reaction yield, written as a fraction of the theoretical maximum amount of product (1.0 means a 100% yield; for example, 0.34 means a 34% yield). (1) The reactants are [F:1][C:2]1[N:7]=[CH:6][C:5]([NH2:8])=[CH:4][CH:3]=1.C([Mg]Cl)(C)C.[CH:14]1([C:17]2[CH:21]=[C:20]([NH:22][C:23]3[C:32]4[CH2:31][CH2:30][CH2:29][CH2:28][C:27]=4[N:26]=[C:25]([N:33]4[CH2:37][CH2:36][CH2:35][CH:34]4[C:38](OC)=[O:39])[N:24]=3)[NH:19][N:18]=2)[CH2:16][CH2:15]1. The catalyst is C1COCC1. The product is [CH:14]1([C:17]2[NH:18][N:19]=[C:20]([NH:22][C:23]3[C:32]4[CH2:31][CH2:30][CH2:29][CH2:28][C:27]=4[N:26]=[C:25]([N:33]4[CH2:37][CH2:36][CH2:35][C@@H:34]4[C:38]([NH:8][C:5]4[CH:6]=[N:7][C:2]([F:1])=[CH:3][CH:4]=4)=[O:39])[N:24]=3)[CH:21]=2)[CH2:16][CH2:15]1. The yield is 0.230. (2) The reactants are [C:1]([O:9][CH2:10][CH:11]1[CH:18]2[CH:14]([O:15][C:16](=[O:19])[CH2:17]2)[CH:13](SC2C=CC=CC=2)[O:12]1)(=[O:8])[C:2]1[CH:7]=[CH:6][CH:5]=[CH:4][CH:3]=1. The catalyst is [Ni].C(O)C. The product is [C:1]([O:9][CH2:10][C@@H:11]1[C@@H:18]2[C@@H:14]([O:15][C:16](=[O:19])[CH2:17]2)[CH2:13][O:12]1)(=[O:8])[C:2]1[CH:7]=[CH:6][CH:5]=[CH:4][CH:3]=1. The yield is 0.360. (3) The reactants are [Cl:1][C:2]1[CH:9]=[CH:8][C:5]([C:6]#[N:7])=[C:4]([CH3:10])[CH:3]=1.[Cl-].O[NH3+].C([N:17](C(C)C)CC)(C)C.[O:23]1[CH:27]=[CH:26][CH:25]=[C:24]1[C:28](Cl)=[O:29].C(N=C=NC(C)C)(C)C. The catalyst is CO. The product is [Cl:1][C:2]1[CH:9]=[CH:8][C:5]([C:6]2[N:17]=[C:28]([C:24]3[O:23][CH:27]=[CH:26][CH:25]=3)[O:29][N:7]=2)=[C:4]([CH3:10])[CH:3]=1. The yield is 0.288.